From a dataset of NCI-60 drug combinations with 297,098 pairs across 59 cell lines. Regression. Given two drug SMILES strings and cell line genomic features, predict the synergy score measuring deviation from expected non-interaction effect. (1) Drug 1: CC12CCC(CC1=CCC3C2CCC4(C3CC=C4C5=CN=CC=C5)C)O. Drug 2: CC(CN1CC(=O)NC(=O)C1)N2CC(=O)NC(=O)C2. Cell line: SR. Synergy scores: CSS=71.4, Synergy_ZIP=1.03, Synergy_Bliss=0.872, Synergy_Loewe=2.93, Synergy_HSA=4.55. (2) Drug 1: C1=NC2=C(N=C(N=C2N1C3C(C(C(O3)CO)O)F)Cl)N. Drug 2: C1=NNC2=C1C(=O)NC=N2. Cell line: HT29. Synergy scores: CSS=-3.12, Synergy_ZIP=1.52, Synergy_Bliss=1.67, Synergy_Loewe=-1.05, Synergy_HSA=-1.40. (3) Drug 1: CC1OCC2C(O1)C(C(C(O2)OC3C4COC(=O)C4C(C5=CC6=C(C=C35)OCO6)C7=CC(=C(C(=C7)OC)O)OC)O)O. Drug 2: CS(=O)(=O)OCCCCOS(=O)(=O)C. Cell line: SK-MEL-5. Synergy scores: CSS=18.7, Synergy_ZIP=-8.14, Synergy_Bliss=3.87, Synergy_Loewe=-19.1, Synergy_HSA=1.85. (4) Drug 1: CC1=C2C(C(=O)C3(C(CC4C(C3C(C(C2(C)C)(CC1OC(=O)C(C(C5=CC=CC=C5)NC(=O)OC(C)(C)C)O)O)OC(=O)C6=CC=CC=C6)(CO4)OC(=O)C)O)C)O. Drug 2: CC(C)CN1C=NC2=C1C3=CC=CC=C3N=C2N. Cell line: SK-MEL-5. Synergy scores: CSS=7.58, Synergy_ZIP=-8.68, Synergy_Bliss=-15.8, Synergy_Loewe=-27.7, Synergy_HSA=-16.7.